This data is from Full USPTO retrosynthesis dataset with 1.9M reactions from patents (1976-2016). The task is: Predict the reactants needed to synthesize the given product. The reactants are: [Br:1][C:2]1[N:7]2[CH:8]=[CH:9][N:10]=[C:6]2[C:5](Br)=[N:4][CH:3]=1.[CH:12]([N:15]1[CH2:20][CH2:19][N:18]([C:21]2[CH:26]=[CH:25][C:24]([NH2:27])=[CH:23][CH:22]=2)[CH2:17][CH2:16]1)([CH3:14])[CH3:13].C(N(C(C)C)CC)(C)C. Given the product [Br:1][C:2]1[N:7]2[CH:8]=[CH:9][N:10]=[C:6]2[C:5]([NH:27][C:24]2[CH:23]=[CH:22][C:21]([N:18]3[CH2:17][CH2:16][N:15]([CH:12]([CH3:14])[CH3:13])[CH2:20][CH2:19]3)=[CH:26][CH:25]=2)=[N:4][CH:3]=1, predict the reactants needed to synthesize it.